Dataset: Peptide-MHC class I binding affinity with 185,985 pairs from IEDB/IMGT. Task: Regression. Given a peptide amino acid sequence and an MHC pseudo amino acid sequence, predict their binding affinity value. This is MHC class I binding data. (1) The peptide sequence is SRVYQILQPI. The MHC is HLA-B27:05 with pseudo-sequence HLA-B27:05. The binding affinity (normalized) is 0.676. (2) The peptide sequence is TLYAVATTF. The MHC is HLA-A23:01 with pseudo-sequence HLA-A23:01. The binding affinity (normalized) is 0.547. (3) The peptide sequence is YHTVYINVI. The binding affinity (normalized) is 0.627. The MHC is Mamu-B17 with pseudo-sequence Mamu-B17. (4) The peptide sequence is FLFEMLKGV. The MHC is HLA-A68:02 with pseudo-sequence HLA-A68:02. The binding affinity (normalized) is 0.533.